This data is from Catalyst prediction with 721,799 reactions and 888 catalyst types from USPTO. The task is: Predict which catalyst facilitates the given reaction. (1) Reactant: Cl.[NH2:2][CH2:3][CH:4]([C:7]1[C:16]2[C:11](=[CH:12][CH:13]=[C:14]([O:17][CH3:18])[CH:15]=2)[CH:10]=[CH:9][CH:8]=1)[CH2:5][OH:6].C(=O)([O-])[O-].[K+].[K+].[C:25](Cl)(=[O:27])[CH3:26]. Product: [OH:6][CH2:5][CH:4]([C:7]1[C:16]2[C:11](=[CH:12][CH:13]=[C:14]([O:17][CH3:18])[CH:15]=2)[CH:10]=[CH:9][CH:8]=1)[CH2:3][NH:2][C:25](=[O:27])[CH3:26]. The catalyst class is: 69. (2) Reactant: [NH:1]1[C:10]2[C:5](=[CH:6][CH:7]=[CH:8][CH:9]=2)[CH2:4][CH2:3][CH2:2]1.[C:11]([O:16][CH2:17][CH2:18]Br)(=[O:15])[C:12]([CH3:14])=[O:13]. Product: [CH2:17]([O:16][C:11](=[O:15])[C:12](=[O:13])[CH2:14][N:1]1[C:10]2[C:5](=[CH:6][CH:7]=[CH:8][CH:9]=2)[CH2:4][CH2:3][CH2:2]1)[CH3:18]. The catalyst class is: 7. (3) Reactant: [NH2:1][C:2]1[C:3]([C:14]2[CH:23]=[CH:22][C:17]([C:18]([O:20][CH3:21])=[O:19])=[C:16]([F:24])[CH:15]=2)=[N:4][C:5]([C:8]2[CH2:13][CH2:12][CH2:11][NH:10][CH:9]=2)=[CH:6][N:7]=1. Product: [NH2:1][C:2]1[C:3]([C:14]2[CH:23]=[CH:22][C:17]([C:18]([O:20][CH3:21])=[O:19])=[C:16]([F:24])[CH:15]=2)=[N:4][C:5]([CH:8]2[CH2:13][CH2:12][CH2:11][NH:10][CH2:9]2)=[CH:6][N:7]=1. The catalyst class is: 19. (4) Reactant: [C:1]([O:5][C:6]([N:8]1[CH2:15][CH2:14][CH:13]2[NH:16][CH:10]([CH2:11][CH2:12]2)[CH2:9]1)=[O:7])([CH3:4])([CH3:3])[CH3:2].Cl[C:18]1[CH:19]=[N:20][CH:21]=[C:22]([O:24][CH2:25][CH3:26])[CH:23]=1.CC(C)([O-])C.[K+].[OH-].[Na+]. Product: [NH3:8].[CH2:25]([O:24][C:22]1[CH:23]=[C:18]([N:16]2[CH:13]3[CH2:12][CH2:11][CH:10]2[CH2:9][N:8]([C:6]([O:5][C:1]([CH3:4])([CH3:2])[CH3:3])=[O:7])[CH2:15][CH2:14]3)[CH:19]=[N:20][CH:21]=1)[CH3:26]. The catalyst class is: 57. (5) Reactant: C[O:2][C:3]1[N:8]=[CH:7][C:6]([CH2:9][C:10]2[CH:15]=[CH:14][C:13]([NH:16][C:17]([NH:19][C:20]3[CH:25]=[CH:24][C:23]([CH3:26])=[CH:22][CH:21]=3)=[O:18])=[CH:12][CH:11]=2)=[CH:5][CH:4]=1.C(Cl)Cl.O.C([O-])(O)=O.[Na+]. Product: [O:2]=[C:3]1[NH:8][CH:7]=[C:6]([CH2:9][C:10]2[CH:11]=[CH:12][C:13]([NH:16][C:17]([NH:19][C:20]3[CH:25]=[CH:24][C:23]([CH3:26])=[CH:22][CH:21]=3)=[O:18])=[CH:14][CH:15]=2)[CH:5]=[CH:4]1. The catalyst class is: 22.